This data is from Forward reaction prediction with 1.9M reactions from USPTO patents (1976-2016). The task is: Predict the product of the given reaction. (1) The product is: [CH2:2]([N:6]1[C:10]([CH3:11])=[C:9]([CH3:12])[S:8]/[C:7]/1=[CH:13]\[C:21]([NH:20][CH:14]1[CH2:19][CH2:18][CH2:17][CH2:16][CH2:15]1)=[O:22])[CH2:3][CH2:4][CH3:5]. Given the reactants [I-].[CH2:2]([N+:6]1[C:10]([CH3:11])=[C:9]([CH3:12])[S:8][C:7]=1[CH3:13])[CH2:3][CH2:4][CH3:5].[CH:14]1([N:20]=[C:21]=[O:22])[CH2:19][CH2:18][CH2:17][CH2:16][CH2:15]1.C1CCN2C(=NCCC2)CC1, predict the reaction product. (2) Given the reactants [O:1]1[CH:5]=[CH:4][CH:3]=[C:2]1[C:6]1[O:7][C:8]([CH3:37])=[C:9]([CH2:11][O:12][C:13]2[CH:34]=[CH:33][C:16]([CH2:17][O:18][C:19]3[C:23]([C:24]([OH:26])=O)=[CH:22][N:21]([C:27]4[CH:32]=[CH:31][CH:30]=[CH:29][CH:28]=4)[N:20]=3)=[CH:15][C:14]=2[O:35][CH3:36])[N:10]=1.Cl.C([N:41]=C=NCCCN(C)C)C.CN(C)C=O, predict the reaction product. The product is: [O:1]1[CH:5]=[CH:4][CH:3]=[C:2]1[C:6]1[O:7][C:8]([CH3:37])=[C:9]([CH2:11][O:12][C:13]2[CH:34]=[CH:33][C:16]([CH2:17][O:18][C:19]3[C:23]([C:24]([NH2:41])=[O:26])=[CH:22][N:21]([C:27]4[CH:28]=[CH:29][CH:30]=[CH:31][CH:32]=4)[N:20]=3)=[CH:15][C:14]=2[O:35][CH3:36])[N:10]=1.